From a dataset of Reaction yield outcomes from USPTO patents with 853,638 reactions. Predict the reaction yield, written as a fraction of the theoretical maximum amount of product (1.0 means a 100% yield; for example, 0.34 means a 34% yield). (1) The reactants are [NH2:1][C:2]1[N:7]=[C:6]([NH:8][C@@H:9]([CH2:13][CH2:14][CH3:15])[CH2:10][CH2:11][OH:12])[C:5]([CH2:16][C:17]2[CH:22]=[CH:21][C:20]([N:23]3[CH2:28][CH2:27][N:26](C(OC(C)(C)C)=O)[CH2:25][C:24]3=[O:36])=[CH:19][C:18]=2[O:37][CH3:38])=[C:4]([CH3:39])[N:3]=1.Cl.C([O-])([O-])=O.[K+].[K+]. The catalyst is C(Cl)(Cl)Cl. The product is [NH2:1][C:2]1[N:7]=[C:6]([NH:8][C@@H:9]([CH2:13][CH2:14][CH3:15])[CH2:10][CH2:11][OH:12])[C:5]([CH2:16][C:17]2[CH:22]=[CH:21][C:20]([N:23]3[CH2:28][CH2:27][NH:26][CH2:25][C:24]3=[O:36])=[CH:19][C:18]=2[O:37][CH3:38])=[C:4]([CH3:39])[N:3]=1. The yield is 0.400. (2) The reactants are [CH2:1]([O:8][C:9]([N:11]1[CH2:15][CH2:14][CH:13]([C:16](N2C3CC4C(C)(C)C3(CC4)CS2(=O)=O)=[O:17])[NH:12]1)=[O:10])[C:2]1[CH:7]=[CH:6][CH:5]=[CH:4][CH:3]=1.C(Cl)Cl.[CH3:35][OH:36].C[O-].[Mg+2].C[O-]. The catalyst is CO.C(Cl)Cl. The product is [CH3:35][O:36][C:16]([CH:13]1[CH2:14][CH2:15][N:11]([C:9]([O:8][CH2:1][C:2]2[CH:3]=[CH:4][CH:5]=[CH:6][CH:7]=2)=[O:10])[NH:12]1)=[O:17]. The yield is 0.660. (3) The reactants are [OH:1][CH2:2][C@H:3]1[O:8][CH2:7][CH2:6][N:5]([C:9]([O:11][C:12]([CH3:15])([CH3:14])[CH3:13])=[O:10])[CH2:4]1.[S:16](Cl)([C:19]1[CH:25]=[CH:24][C:22]([CH3:23])=[CH:21][CH:20]=1)(=[O:18])=[O:17].C(N(CC)CC)C. The catalyst is CN(C)C1C=CN=CC=1.ClCCl.O. The product is [S:16]([O:1][CH2:2][C@H:3]1[O:8][CH2:7][CH2:6][N:5]([C:9]([O:11][C:12]([CH3:15])([CH3:14])[CH3:13])=[O:10])[CH2:4]1)([C:19]1[CH:25]=[CH:24][C:22]([CH3:23])=[CH:21][CH:20]=1)(=[O:18])=[O:17]. The yield is 0.990. (4) The reactants are CS[C:3]1[S:4][C:5]2[C:6]([N:21]=1)=[N:7][C:8]1[CH2:9][CH2:10][CH2:11][CH2:12][C:13]=1[C:14]=2[C:15]1[CH:20]=[CH:19][CH:18]=[CH:17][CH:16]=1.ClC1C=C(C=CC=1)C(O)=O.[CH2:32]([NH2:39])[C:33]1[CH:38]=[CH:37][CH:36]=[CH:35][CH:34]=1.C(N(CC)CC)C. The catalyst is ClCCl. The product is [CH2:32]([NH:39][C:3]1[S:4][C:5]2[C:6]([N:21]=1)=[N:7][C:8]1[CH2:9][CH2:10][CH2:11][CH2:12][C:13]=1[C:14]=2[C:15]1[CH:20]=[CH:19][CH:18]=[CH:17][CH:16]=1)[C:33]1[CH:38]=[CH:37][CH:36]=[CH:35][CH:34]=1. The yield is 0.610. (5) The reactants are [OH:1][C:2]1[CH:11]=[C:10]2[C:5]([CH:6]=[CH:7][C:8](=[O:12])[O:9]2)=[CH:4][CH:3]=1.N1C=CC=CC=1.[S:19](O[S:19]([C:22]([F:25])([F:24])[F:23])(=[O:21])=[O:20])([C:22]([F:25])([F:24])[F:23])(=[O:21])=[O:20]. The catalyst is C(Cl)Cl. The product is [F:23][C:22]([F:25])([F:24])[S:19]([O:1][C:2]1[CH:11]=[C:10]2[C:5]([CH:6]=[CH:7][C:8](=[O:12])[O:9]2)=[CH:4][CH:3]=1)(=[O:21])=[O:20]. The yield is 0.970. (6) The reactants are [OH:1][C:2]1([C:9]2[S:13][C:12]([CH:14]([CH3:16])[CH3:15])=[N:11][CH:10]=2)[CH2:7][CH2:6][C:5](=O)[CH2:4][CH2:3]1.[NH:17]1[CH2:21][CH2:20][C@@H:19]([NH:22][C:23](=[O:29])[O:24][C:25]([CH3:28])([CH3:27])[CH3:26])[CH2:18]1. The catalyst is C(Cl)Cl.[Pd]. The product is [OH:1][C:2]1([C:9]2[S:13][C:12]([CH:14]([CH3:16])[CH3:15])=[N:11][CH:10]=2)[CH2:7][CH2:6][CH:5]([N:17]2[CH2:21][CH2:20][C@@H:19]([NH:22][C:23](=[O:29])[O:24][C:25]([CH3:27])([CH3:26])[CH3:28])[CH2:18]2)[CH2:4][CH2:3]1. The yield is 0.760. (7) The reactants are [Cl:1][C:2]1[CH:11]=[CH:10][C:9]([NH2:12])=[C:8]2[C:3]=1[CH:4]=[CH:5][CH:6]=[N:7]2.[Cl:13][C:14]1[C:15]([F:27])=[CH:16][C:17]([N+:24]([O-:26])=[O:25])=[C:18]([S:20](Cl)(=[O:22])=[O:21])[CH:19]=1.N1C=CC=CC=1. The catalyst is CN(C1C=CN=CC=1)C.C(Cl)Cl. The product is [Cl:13][C:14]1[C:15]([F:27])=[CH:16][C:17]([N+:24]([O-:26])=[O:25])=[C:18]([S:20]([NH:12][C:9]2[CH:10]=[CH:11][C:2]([Cl:1])=[C:3]3[C:8]=2[N:7]=[CH:6][CH:5]=[CH:4]3)(=[O:22])=[O:21])[CH:19]=1. The yield is 0.120. (8) The reactants are [F:1][C:2]1[CH:3]=[C:4]([NH:31][C:32]([NH:34][C:35](=[O:43])[CH2:36][C:37]2[CH:42]=[CH:41][CH:40]=[CH:39][CH:38]=2)=[S:33])[CH:5]=[CH:6][C:7]=1[O:8][C:9]1[CH:14]=[CH:13][N:12]=[C:11]2[CH:15]=[C:16]([C:18]3[CH:23]=[CH:22][C:21]([CH2:24][N:25]4[CH2:30][CH2:29][NH:28][CH2:27][CH2:26]4)=[CH:20][CH:19]=3)[S:17][C:10]=12.CCN(CC)CC.[N:51]([CH3:54])=[C:52]=[O:53]. The catalyst is ClCCl. The product is [F:1][C:2]1[CH:3]=[C:4]([NH:31][C:32]([NH:34][C:35](=[O:43])[CH2:36][C:37]2[CH:42]=[CH:41][CH:40]=[CH:39][CH:38]=2)=[S:33])[CH:5]=[CH:6][C:7]=1[O:8][C:9]1[CH:14]=[CH:13][N:12]=[C:11]2[CH:15]=[C:16]([C:18]3[CH:19]=[CH:20][C:21]([CH2:24][N:25]4[CH2:30][CH2:29][N:28]([C:52]([NH:51][CH3:54])=[O:53])[CH2:27][CH2:26]4)=[CH:22][CH:23]=3)[S:17][C:10]=12. The yield is 0.390. (9) The reactants are C([N:3]([CH2:6]C)CC)C.[CH2:8]([O:10][C:11]([C:13]1(C(O)=O)[CH2:15][CH2:14]1)=[O:12])[CH3:9].C1(P(N=[N+]=[N-])(C2C=CC=CC=2)=[O:26])C=CC=CC=1.[C:36]([OH:40])([CH3:39])([CH3:38])[CH3:37]. No catalyst specified. The product is [CH2:8]([O:10][C:11]([C:13]1([NH:3][C:6]([O:40][C:36]([CH3:39])([CH3:38])[CH3:37])=[O:26])[CH2:14][CH2:15]1)=[O:12])[CH3:9]. The yield is 0.910. (10) The reactants are [CH:1]1([CH2:4][O:5][C:6]2[C:7]([OH:24])=[C:8]([C:14]3[CH:22]=[CH:21][CH:20]=[C:19]4[C:15]=3[CH2:16][CH2:17][C:18]4=[O:23])[CH:9]=[CH:10][C:11]=2[O:12][CH3:13])[CH2:3][CH2:2]1.C(=O)([O-])[O-].[K+].[K+].Br[CH2:32][C:33]1([CH3:37])[CH2:36][O:35][CH2:34]1. The catalyst is C(#N)C. The product is [CH:1]1([CH2:4][O:5][C:6]2[C:7]([O:24][CH2:32][C:33]3([CH3:37])[CH2:36][O:35][CH2:34]3)=[C:8]([C:14]3[CH:22]=[CH:21][CH:20]=[C:19]4[C:15]=3[CH2:16][CH2:17][C:18]4=[O:23])[CH:9]=[CH:10][C:11]=2[O:12][CH3:13])[CH2:3][CH2:2]1. The yield is 0.200.